Dataset: Forward reaction prediction with 1.9M reactions from USPTO patents (1976-2016). Task: Predict the product of the given reaction. (1) Given the reactants [C:9](O[C:9]([O:11][C:12]([CH3:15])([CH3:14])[CH3:13])=[O:10])([O:11][C:12]([CH3:15])([CH3:14])[CH3:13])=[O:10].[NH2:16][C:17]1[CH:24]=[CH:23][CH:22]=[CH:21][C:18]=1[CH2:19][OH:20], predict the reaction product. The product is: [OH:20][CH2:19][C:18]1[CH:21]=[CH:22][CH:23]=[CH:24][C:17]=1[NH:16][C:9](=[O:10])[O:11][C:12]([CH3:13])([CH3:14])[CH3:15]. (2) Given the reactants [C:1]([O:5][C:6](=[O:25])[NH:7][CH2:8][CH2:9][NH:10][CH2:11][C:12]1[CH:17]=[CH:16][C:15]([N+:18]([O-:20])=[O:19])=[CH:14][C:13]=1[C:21]([F:24])([F:23])[F:22])([CH3:4])([CH3:3])[CH3:2].[Cl:26][CH2:27][C:28](Cl)=[O:29].C([O-])(O)=O.[Na+], predict the reaction product. The product is: [C:1]([O:5][C:6](=[O:25])[NH:7][CH2:8][CH2:9][N:10]([C:28](=[O:29])[CH2:27][Cl:26])[CH2:11][C:12]1[CH:17]=[CH:16][C:15]([N+:18]([O-:20])=[O:19])=[CH:14][C:13]=1[C:21]([F:23])([F:24])[F:22])([CH3:4])([CH3:2])[CH3:3]. (3) Given the reactants [Cl:1][C:2]1[CH:7]=[CH:6][CH:5]=[CH:4][C:3]=1[C:8]1[C:12]([C:13]#[C:14][C:15]2[CH:20]=[CH:19][CH:18]=[CH:17][CH:16]=2)=[C:11]([NH2:21])[N:10]([CH3:22])[N:9]=1.[N:23]([O-])=O.[Na+].[ClH:27], predict the reaction product. The product is: [Cl:27][C:13]1[C:14]([C:15]2[CH:16]=[CH:17][CH:18]=[CH:19][CH:20]=2)=[N:23][N:21]=[C:11]2[N:10]([CH3:22])[N:9]=[C:8]([C:3]3[CH:4]=[CH:5][CH:6]=[CH:7][C:2]=3[Cl:1])[C:12]=12. (4) Given the reactants [CH3:1][O:2][C:3]1[N:8]=[C:7]([CH:9]=[CH:10][C:11]([O:13][CH3:14])=[O:12])[CH:6]=[CH:5][CH:4]=1.[H][H], predict the reaction product. The product is: [CH3:1][O:2][C:3]1[N:8]=[C:7]([CH2:9][CH2:10][C:11]([O:13][CH3:14])=[O:12])[CH:6]=[CH:5][CH:4]=1.